Dataset: Reaction yield outcomes from USPTO patents with 853,638 reactions. Task: Predict the reaction yield, written as a fraction of the theoretical maximum amount of product (1.0 means a 100% yield; for example, 0.34 means a 34% yield). (1) The reactants are [CH3:1][C:2]1([CH3:17])[CH2:6][O:5][C:4]([C:7]2[CH:16]=[CH:15][C:10]([C:11]([O:13]C)=[O:12])=[CH:9][CH:8]=2)=[N:3]1.[Li+].[OH-]. The catalyst is C1COCC1.O.CCOC(C)=O. The product is [CH3:1][C:2]1([CH3:17])[CH2:6][O:5][C:4]([C:7]2[CH:16]=[CH:15][C:10]([C:11]([OH:13])=[O:12])=[CH:9][CH:8]=2)=[N:3]1. The yield is 0.160. (2) The reactants are [CH2:1]([C:3]([CH2:8][CH3:9])([CH2:6][NH2:7])[CH2:4][NH2:5])[CH3:2].OO.[O-]Cl.[Na+]. The catalyst is O.CO. The product is [CH2:1]([C:3]1([CH2:8][CH3:9])[CH2:6][N:7]=[N:5][CH2:4]1)[CH3:2]. The yield is 0.770. (3) The reactants are [NH2:1][C:2]1[CH:7]=[CH:6][CH:5]=[CH:4][C:3]=1[NH:8][C:9](=[O:28])[C:10]1[CH:15]=[CH:14][C:13]([CH2:16][N:17]2[CH2:25][C:24]3[C:19](=[CH:20][CH:21]=[CH:22][C:23]=3Br)[C:18]2=[O:27])=[CH:12][CH:11]=1.[F:29][C:30]1[CH:31]=[C:32](B(O)O)[CH:33]=[C:34]([F:36])[CH:35]=1. No catalyst specified. The product is [NH2:1][C:2]1[CH:7]=[CH:6][CH:5]=[CH:4][C:3]=1[NH:8][C:9](=[O:28])[C:10]1[CH:15]=[CH:14][C:13]([CH2:16][N:17]2[CH2:25][C:24]3[C:19](=[CH:20][CH:21]=[CH:22][C:23]=3[C:32]3[CH:31]=[C:30]([F:29])[CH:35]=[C:34]([F:36])[CH:33]=3)[C:18]2=[O:27])=[CH:12][CH:11]=1. The yield is 0.820. (4) The reactants are Cl[C:2]1[N:11]=[C:10]([C:12]2[CH:13]=[C:14]([NH:18][C:19](=[O:25])[O:20][C:21]([CH3:24])([CH3:23])[CH3:22])[CH:15]=[CH:16][CH:17]=2)[C:9]2[C:4](=[CH:5][C:6]([O:28][CH3:29])=[C:7]([O:26][CH3:27])[CH:8]=2)[N:3]=1.[CH3:30][NH2:31].[Cl-].[Na+]. The catalyst is O1CCCC1.C(OCC)(=O)C.CO.CC(O)C. The product is [CH3:27][O:26][C:7]1[CH:8]=[C:9]2[C:4](=[CH:5][C:6]=1[O:28][CH3:29])[N:3]=[C:2]([NH:31][CH3:30])[N:11]=[C:10]2[C:12]1[CH:13]=[C:14]([NH:18][C:19](=[O:25])[O:20][C:21]([CH3:24])([CH3:23])[CH3:22])[CH:15]=[CH:16][CH:17]=1. The yield is 0.838. (5) The reactants are [C:1]([Si:4]([CH3:7])([CH3:6])[CH3:5])(=O)[CH3:2].[C:8](#[N:12])[CH2:9][C:10]#[N:11].C([O-])(=O)C.[NH4+].C(O)(=O)C. The catalyst is CCOC(C)=O.C1C=CC=CC=1. The product is [CH3:5][Si:4]([CH3:7])([CH3:6])[C:1](=[C:9]([C:8]#[N:12])[C:10]#[N:11])[CH3:2]. The yield is 0.798. (6) The reactants are [CH3:1][O:2][C:3]1[CH:4]=[C:5]([CH2:12]O)[CH:6]=[CH:7][C:8]=1[N+:9]([O-:11])=[O:10].S(Cl)([Cl:16])=O. No catalyst specified. The product is [Cl:16][CH2:12][C:5]1[CH:6]=[CH:7][C:8]([N+:9]([O-:11])=[O:10])=[C:3]([O:2][CH3:1])[CH:4]=1. The yield is 1.00.